From a dataset of Full USPTO retrosynthesis dataset with 1.9M reactions from patents (1976-2016). Predict the reactants needed to synthesize the given product. (1) The reactants are: [CH3:1][C:2]1[NH:3][C:4]2[C:9]([CH:10]=1)=[C:8]([C:11]([F:14])([F:13])[F:12])[C:7]([C:15]#[N:16])=[CH:6][CH:5]=2.[F:17][C:18]([F:37])([F:36])[C:19]1[CH:20]=[C:21]([C:29]2[S:30][C:31]([CH2:34]Cl)=[CH:32][N:33]=2)[CH:22]=[C:23]([C:25]([F:28])([F:27])[F:26])[CH:24]=1. Given the product [F:37][C:18]([F:17])([F:36])[C:19]1[CH:20]=[C:21]([C:29]2[S:30][C:31]([CH2:34][N:3]3[C:4]4[C:9](=[C:8]([C:11]([F:12])([F:14])[F:13])[C:7]([C:15]#[N:16])=[CH:6][CH:5]=4)[CH:10]=[C:2]3[CH3:1])=[CH:32][N:33]=2)[CH:22]=[C:23]([C:25]([F:26])([F:27])[F:28])[CH:24]=1, predict the reactants needed to synthesize it. (2) Given the product [CH3:1][O:2][C:3]1[CH:8]=[CH:7][C:6]([CH2:9][N:10]2[C:15](=[O:16])[CH:14]=[C:13]([CH2:17][CH2:18][C:19]([O:21][CH2:22][CH2:23][CH2:24][CH3:25])=[O:20])[C:12](=[O:26])[NH:11]2)=[CH:5][CH:4]=1, predict the reactants needed to synthesize it. The reactants are: [CH3:1][O:2][C:3]1[CH:8]=[CH:7][C:6]([CH2:9][N:10]2[C:15](=[O:16])[CH:14]=[C:13](/[CH:17]=[CH:18]/[C:19]([O:21][CH2:22][CH2:23][CH2:24][CH3:25])=[O:20])[C:12]([O:26]CC3C=CC(OC)=CC=3)=[N:11]2)=[CH:5][CH:4]=1.O1CCOCC1. (3) Given the product [C:37]([O:36][C@@H:8]1[C@@H:7]([CH2:40][O:41][C:42](=[O:44])[CH3:43])[O:6][C@H:5]2[C@H:10]([N:11]=[C:12]([NH:14][C:15]([O:17][CH2:18][CH:19]3[C:31]4[CH:30]=[CH:29][CH:28]=[CH:27][C:26]=4[C:25]4[C:20]3=[CH:21][CH:22]=[CH:23][CH:24]=4)=[O:16])[S:13]2)[C@H:9]1[O:32][C:33](=[O:35])[CH3:34])(=[O:39])[CH3:38], predict the reactants needed to synthesize it. The reactants are: C(O[C@H:5]1[C@H:10]([NH:11][C:12]([NH:14][C:15]([O:17][CH2:18][CH:19]2[C:31]3[CH:30]=[CH:29][CH:28]=[CH:27][C:26]=3[C:25]3[C:20]2=[CH:21][CH:22]=[CH:23][CH:24]=3)=[O:16])=[S:13])[C@@H:9]([O:32][C:33](=[O:35])[CH3:34])[C@H:8]([O:36][C:37](=[O:39])[CH3:38])[C@@H:7]([CH2:40][O:41][C:42](=[O:44])[CH3:43])[O:6]1)(=O)C.Cl[Sn](Cl)(Cl)Cl.C([O-])(O)=O.[Na+]. (4) Given the product [CH2:4]([O:12][C:13]1[CH:14]=[C:15]([CH:18]=[CH:19][CH:20]=1)[CH:16]=[O:17])[C:5]1[CH:10]=[CH:9][CH:8]=[CH:7][CH:6]=1, predict the reactants needed to synthesize it. The reactants are: C(#N)C.[CH2:4](Br)[C:5]1[CH:10]=[CH:9][CH:8]=[CH:7][CH:6]=1.[OH:12][C:13]1[CH:14]=[C:15]([CH:18]=[CH:19][CH:20]=1)[CH:16]=[O:17].C(=O)([O-])[O-].[K+].[K+]. (5) The reactants are: [Cl:1][C:2]1[CH:7]=[CH:6][C:5]([NH:8][C:9](=[O:15])[O:10][C:11]([CH3:14])([CH3:13])[CH3:12])=[CH:4][CH:3]=1.C([Li])(CC)C.[Cl:21][C:22]1[C:29]([Cl:30])=[CH:28][CH:27]=[CH:26][C:23]=1[CH:24]=[O:25].[Cl-].[NH4+]. Given the product [Cl:1][C:2]1[CH:3]=[CH:4][C:5]([NH:8][C:9](=[O:15])[O:10][C:11]([CH3:12])([CH3:14])[CH3:13])=[C:6]([CH:24]([C:23]2[CH:26]=[CH:27][CH:28]=[C:29]([Cl:30])[C:22]=2[Cl:21])[OH:25])[CH:7]=1, predict the reactants needed to synthesize it. (6) The reactants are: [NH2:1][C:2]1[CH:7]=[CH:6][CH:5]=[CH:4][CH:3]=1.[CH2:8](Br)[CH:9]=[CH2:10].[C:12]([O-])([O-])=O.[Na+].[Na+].[CH3:18][CH2:19]O. Given the product [CH2:8]([N:1]([CH2:12][CH:19]=[CH2:18])[C:2]1[CH:7]=[CH:6][CH:5]=[CH:4][CH:3]=1)[CH:9]=[CH2:10], predict the reactants needed to synthesize it. (7) The reactants are: [CH2:1]([O:8][C:9]1[C:10]([C:23]([O:25][CH3:26])=[O:24])=[N:11][N:12]2[CH:17]([C:18](O)=[O:19])[CH2:16][N:15]([CH3:21])[C:14](=[O:22])[C:13]=12)[C:2]1[CH:7]=[CH:6][CH:5]=[CH:4][CH:3]=1.[NH:27]1[CH2:32][CH2:31][CH2:30][CH2:29][CH2:28]1. Given the product [CH2:1]([O:8][C:9]1[C:10]([C:23]([O:25][CH3:26])=[O:24])=[N:11][N:12]2[CH:17]([C:18]([N:27]3[CH2:32][CH2:31][CH2:30][CH2:29][CH2:28]3)=[O:19])[CH2:16][N:15]([CH3:21])[C:14](=[O:22])[C:13]=12)[C:2]1[CH:3]=[CH:4][CH:5]=[CH:6][CH:7]=1, predict the reactants needed to synthesize it. (8) Given the product [C:1]([O:5][C:6]([N:8]1[CH2:15][CH2:14][CH:13]([OH:12])[CH:11]([N:21]=[N+:22]=[N-:23])[CH2:10][CH2:9]1)=[O:7])([CH3:4])([CH3:3])[CH3:2], predict the reactants needed to synthesize it. The reactants are: [C:1]([O:5][C:6]([N:8]1[CH2:15][CH2:14][CH:13]2[CH:11]([O:12]2)[CH2:10][CH2:9]1)=[O:7])([CH3:4])([CH3:3])[CH3:2].C(O)C.[Cl-].[NH4+].[N-:21]=[N+:22]=[N-:23].[Na+]. (9) Given the product [CH3:18][C:19]1[NH:17][C:15](=[O:16])[C:3]2[N:4]=[C:5]([C:8]3[CH:9]=[CH:10][C:11]([F:14])=[CH:12][CH:13]=3)[CH:6]=[CH:7][C:2]=2[N:1]=1, predict the reactants needed to synthesize it. The reactants are: [NH2:1][C:2]1[C:3]([C:15]([NH2:17])=[O:16])=[N:4][C:5]([C:8]2[CH:13]=[CH:12][C:11]([F:14])=[CH:10][CH:9]=2)=[CH:6][CH:7]=1.[C:18](OCC)(OCC)(OCC)[CH3:19]. (10) Given the product [CH2:1]([O:3][C:4](=[O:16])[CH2:5][C:6]1[N:14]2[C:9]([CH:10]=[CH:11][CH:12]=[CH:13]2)=[C:8]([S:27][C:24]2[CH:25]=[CH:26][C:21]([S:18]([CH3:17])(=[O:20])=[O:19])=[CH:22][CH:23]=2)[C:7]=1[CH3:15])[CH3:2], predict the reactants needed to synthesize it. The reactants are: [CH2:1]([O:3][C:4](=[O:16])[CH2:5][C:6]1[N:14]2[C:9]([CH:10]=[CH:11][CH:12]=[CH:13]2)=[CH:8][C:7]=1[CH3:15])[CH3:2].[CH3:17][S:18]([C:21]1[CH:26]=[CH:25][C:24]([S:27][S:27][C:24]2[CH:25]=[CH:26][C:21]([S:18]([CH3:17])(=[O:20])=[O:19])=[CH:22][CH:23]=2)=[CH:23][CH:22]=1)(=[O:20])=[O:19].II.